This data is from Forward reaction prediction with 1.9M reactions from USPTO patents (1976-2016). The task is: Predict the product of the given reaction. Given the reactants [Br:1][CH:2]1[CH2:8][CH2:7][CH2:6][C:5]2[CH:9]=[C:10]([N:13]3[CH2:17][C@H:16]([CH2:18][NH:19][C:20](=[O:22])[CH3:21])[O:15][C:14]3=[O:23])[CH:11]=[CH:12][C:4]=2[C:3]1=O.[N:25]1([CH2:31][CH2:32][NH:33][C:34]([NH2:36])=[S:35])[CH2:30][CH2:29][O:28][CH2:27][CH2:26]1, predict the reaction product. The product is: [BrH:1].[N:25]1([CH2:31][CH2:32][NH:33][C:34]2[S:35][C:2]3[CH2:8][CH2:7][CH2:6][C:5]4[CH:9]=[C:10]([N:13]5[CH2:17][C@H:16]([CH2:18][NH:19][C:20](=[O:22])[CH3:21])[O:15][C:14]5=[O:23])[CH:11]=[CH:12][C:4]=4[C:3]=3[N:36]=2)[CH2:26][CH2:27][O:28][CH2:29][CH2:30]1.